This data is from Peptide-MHC class I binding affinity with 185,985 pairs from IEDB/IMGT. The task is: Regression. Given a peptide amino acid sequence and an MHC pseudo amino acid sequence, predict their binding affinity value. This is MHC class I binding data. (1) The peptide sequence is AVSWSGKELK. The binding affinity (normalized) is 0.471. The MHC is HLA-A11:01 with pseudo-sequence HLA-A11:01. (2) The peptide sequence is SPMETTAEF. The MHC is HLA-B48:01 with pseudo-sequence HLA-B48:01. The binding affinity (normalized) is 0.0847. (3) The peptide sequence is YQHLHTAPK. The MHC is HLA-B27:05 with pseudo-sequence HLA-B27:05. The binding affinity (normalized) is 0.539. (4) The peptide sequence is SLFNWLWYE. The MHC is HLA-B39:01 with pseudo-sequence HLA-B39:01. The binding affinity (normalized) is 0.0847. (5) The peptide sequence is FTMRLLSPV. The MHC is BoLA-JSP.1 with pseudo-sequence BoLA-JSP.1. The binding affinity (normalized) is 0.719. (6) The binding affinity (normalized) is 0.0874. The peptide sequence is GVLNWAAQI. The MHC is Mamu-A2601 with pseudo-sequence Mamu-A2601.